This data is from Full USPTO retrosynthesis dataset with 1.9M reactions from patents (1976-2016). The task is: Predict the reactants needed to synthesize the given product. (1) The reactants are: [NH:1]1[C:9]2[C:4](=[CH:5][CH:6]=[CH:7][CH:8]=2)[CH:3]=[CH:2]1.[Na].[F:11][C:12]1[CH:19]=[CH:18][C:15]([CH2:16]Cl)=[CH:14][CH:13]=1.O. Given the product [F:11][C:12]1[CH:19]=[CH:18][C:15]([CH2:16][N:1]2[C:9]3[C:4](=[CH:5][CH:6]=[CH:7][CH:8]=3)[CH:3]=[CH:2]2)=[CH:14][CH:13]=1, predict the reactants needed to synthesize it. (2) Given the product [CH3:5][O:6][C:7](=[O:15])[C:8]1[CH:13]=[CH:12][C:11]([N:14]=[N:1][C:23]2[NH:24][CH:25]=[C:21]([CH2:20][C:19]([O:18][CH3:17])=[O:26])[N:22]=2)=[CH:10][CH:9]=1, predict the reactants needed to synthesize it. The reactants are: [N:1]([O-])=O.[Na+].[CH3:5][O:6][C:7](=[O:15])[C:8]1[CH:13]=[CH:12][C:11]([NH2:14])=[CH:10][CH:9]=1.Cl.[CH3:17][O:18][C:19](=[O:26])[CH2:20][C:21]1[N:22]=[CH:23][NH:24][CH:25]=1. (3) The reactants are: Cl[C:2]1[C:11]([C:12]([C:14]2[C:19]([O:20][CH3:21])=[CH:18][CH:17]=[CH:16][C:15]=2[O:22][CH3:23])=[O:13])=[CH:10][C:9]2[C:4](=[CH:5][CH:6]=[CH:7][CH:8]=2)[N:3]=1.[NH3:24]. Given the product [NH2:24][C:2]1[C:11]([C:12]([C:14]2[C:19]([O:20][CH3:21])=[CH:18][CH:17]=[CH:16][C:15]=2[O:22][CH3:23])=[O:13])=[CH:10][C:9]2[C:4](=[CH:5][CH:6]=[CH:7][CH:8]=2)[N:3]=1, predict the reactants needed to synthesize it. (4) Given the product [CH:1]1([N:6]2[CH2:12][C:11]([F:14])([F:13])[C:10](=[O:15])[N:9]([CH3:16])[C:8]3[CH:17]=[N:18][C:19]([NH:21][C:22]4[C:30]([O:31][CH3:32])=[CH:29][C:25]([C:26]([NH:47][C:46]5[CH:45]=[CH:44][C:43]([CH2:42][N:39]6[CH2:38][CH2:37][N:36]([CH3:35])[CH2:41][CH2:40]6)=[CH:49][CH:48]=5)=[O:28])=[C:24]([F:33])[CH:23]=4)=[N:20][C:7]2=3)[CH2:5][CH2:4][CH2:3][CH2:2]1, predict the reactants needed to synthesize it. The reactants are: [CH:1]1([N:6]2[CH2:12][C:11]([F:14])([F:13])[C:10](=[O:15])[N:9]([CH3:16])[C:8]3[CH:17]=[N:18][C:19]([NH:21][C:22]4[C:30]([O:31][CH3:32])=[CH:29][C:25]([C:26]([OH:28])=O)=[C:24]([F:33])[CH:23]=4)=[N:20][C:7]2=3)[CH2:5][CH2:4][CH2:3][CH2:2]1.Cl.[CH3:35][N:36]1[CH2:41][CH2:40][N:39]([CH2:42][C:43]2[CH:49]=[CH:48][C:46]([NH2:47])=[CH:45][CH:44]=2)[CH2:38][CH2:37]1. (5) Given the product [C:34]([O:33][C:31]([NH:30][CH2:29][CH2:28][CH2:27][C@H:22]([NH:21][C:12]([C:8]1[C:7](=[O:15])[N:6]([CH2:5][C:4]2[CH:16]=[C:17]([F:19])[CH:18]=[C:2]([F:1])[CH:3]=2)[CH:11]=[CH:10][CH:9]=1)=[O:14])[C:23]([O:25][CH3:26])=[O:24])=[O:32])([CH3:36])([CH3:37])[CH3:35], predict the reactants needed to synthesize it. The reactants are: [F:1][C:2]1[CH:3]=[C:4]([CH:16]=[C:17]([F:19])[CH:18]=1)[CH2:5][N:6]1[CH:11]=[CH:10][CH:9]=[C:8]([C:12]([OH:14])=O)[C:7]1=[O:15].Cl.[NH2:21][C@@H:22]([CH2:27][CH2:28][CH2:29][NH:30][C:31]([O:33][C:34]([CH3:37])([CH3:36])[CH3:35])=[O:32])[C:23]([O:25][CH3:26])=[O:24].CN(C(ON1N=NC2C=CC=CC1=2)=[N+](C)C)C.F[P-](F)(F)(F)(F)F. (6) Given the product [Cl:1][C:2]1[N:10]=[C:9]2[C:5]([N:6]=[CH:7][N:8]2[CH3:11])=[C:4]([N:15]2[CH2:16][CH2:17][O:18][CH2:19][C@@H:14]2[CH3:13])[N:3]=1, predict the reactants needed to synthesize it. The reactants are: [Cl:1][C:2]1[N:10]=[C:9]2[C:5]([N:6]=[CH:7][N:8]2[CH3:11])=[C:4](Cl)[N:3]=1.[CH3:13][C@H:14]1[CH2:19][O:18][CH2:17][CH2:16][NH:15]1.C(N(CC)C(C)C)(C)C.C(OCC)(=O)C. (7) Given the product [C:9]([NH:8][CH2:7][CH2:6][CH2:5][S:2]([O:15][CH2:14][C:13]([CH3:19])([CH3:12])[CH2:16][CH:17]=[CH2:18])(=[O:4])=[O:3])(=[O:11])[CH3:10], predict the reactants needed to synthesize it. The reactants are: Cl[S:2]([CH2:5][CH2:6][CH2:7][NH:8][C:9](=[O:11])[CH3:10])(=[O:4])=[O:3].[CH3:12][C:13]([CH3:19])([CH2:16][CH:17]=[CH2:18])[CH2:14][OH:15].C(N(CC)CC)C. (8) Given the product [C:24]([O:27][C:28]([NH:1][C:2]1[C:20]([CH3:21])=[CH:19][C:5]([O:6][C:7]2[CH:8]=[CH:9][C:10]3[N:14]=[C:13]([CH2:15][OH:16])[N:12]([CH3:17])[C:11]=3[CH:18]=2)=[CH:4][C:3]=1[CH3:22])=[O:29])([CH3:26])([CH3:25])[CH3:23], predict the reactants needed to synthesize it. The reactants are: [NH2:1][C:2]1[C:20]([CH3:21])=[CH:19][C:5]([O:6][C:7]2[CH:8]=[CH:9][C:10]3[N:14]=[C:13]([CH2:15][OH:16])[N:12]([CH3:17])[C:11]=3[CH:18]=2)=[CH:4][C:3]=1[CH3:22].[CH3:23][C:24]([O:27][C:28](O[C:28]([O:27][C:24]([CH3:26])([CH3:25])[CH3:23])=[O:29])=[O:29])([CH3:26])[CH3:25]. (9) Given the product [C:1]([C:3]1[CH:4]=[CH:5][C:6]([C:9]2[N:13]3[CH:14]=[C:15]([C:18]4[CH:27]=[CH:26][C:21]([C:22]([OH:24])=[O:23])=[C:20]([O:28][CH3:29])[CH:19]=4)[N:16]=[CH:17][C:12]3=[N:11][CH:10]=2)=[CH:7][CH:8]=1)#[N:2], predict the reactants needed to synthesize it. The reactants are: [C:1]([C:3]1[CH:8]=[CH:7][C:6]([C:9]2[N:13]3[CH:14]=[C:15]([C:18]4[CH:27]=[CH:26][C:21]([C:22]([O:24]C)=[O:23])=[C:20]([O:28][CH3:29])[CH:19]=4)[N:16]=[CH:17][C:12]3=[N:11][CH:10]=2)=[CH:5][CH:4]=1)#[N:2].[Li+].[OH-].